This data is from Catalyst prediction with 721,799 reactions and 888 catalyst types from USPTO. The task is: Predict which catalyst facilitates the given reaction. (1) Reactant: [CH3:1][C:2]1[N:3]=[C:4]([NH:29][CH3:30])[S:5][C:6]=1[C:7]1[CH:12]=[CH:11][N:10]=[C:9]([NH:13][C:14]2[CH:19]=[CH:18][C:17]([N:20]3[CH2:25][CH2:24][N:23](C(=O)C)[CH2:22][CH2:21]3)=[CH:16][CH:15]=2)[N:8]=1.CC#N.CC1N=C(NC)SC=1C1C=CN=C(NC2C=C(C=CC=2)CNC(=O)C)N=1.[N+]([O-])(O)=O.N(C1C=C(C=CC=1)CNC(=O)C)C(N)=N. Product: [CH3:1][C:2]1[N:3]=[C:4]([NH:29][CH3:30])[S:5][C:6]=1[C:7]1[CH:12]=[CH:11][N:10]=[C:9]([NH:13][C:14]2[CH:15]=[CH:16][C:17]([N:20]3[CH2:21][CH2:22][NH:23][CH2:24][CH2:25]3)=[CH:18][CH:19]=2)[N:8]=1. The catalyst class is: 33. (2) Reactant: C([O:3][C:4]([C:6]1([C:9]2[CH:14]=[CH:13][C:12]([C:15]3[CH:20]=[CH:19][C:18]([C:21]4[S:22][C:23]([Cl:39])=[CH:24][C:25]=4[NH:26][C:27]([O:29][C@@H:30]([C:32]4[CH:37]=[CH:36][C:35]([Cl:38])=[CH:34][CH:33]=4)[CH3:31])=[O:28])=[CH:17][CH:16]=3)=[CH:11][CH:10]=2)[CH2:8][CH2:7]1)=[O:5])C.[OH-].[Na+].Cl. Product: [Cl:39][C:23]1[S:22][C:21]([C:18]2[CH:19]=[CH:20][C:15]([C:12]3[CH:11]=[CH:10][C:9]([C:6]4([C:4]([OH:5])=[O:3])[CH2:8][CH2:7]4)=[CH:14][CH:13]=3)=[CH:16][CH:17]=2)=[C:25]([NH:26][C:27]([O:29][C@@H:30]([C:32]2[CH:33]=[CH:34][C:35]([Cl:38])=[CH:36][CH:37]=2)[CH3:31])=[O:28])[CH:24]=1. The catalyst class is: 32.